Predict the reactants needed to synthesize the given product. From a dataset of Full USPTO retrosynthesis dataset with 1.9M reactions from patents (1976-2016). (1) Given the product [CH3:10][C:11]1([CH3:27])[C:15]([CH3:17])([CH3:16])[O:14][B:13]([C:2]2[C:3]3[S:9][CH:8]=[CH:7][C:4]=3[S:5][CH:6]=2)[O:12]1, predict the reactants needed to synthesize it. The reactants are: Br[C:2]1[C:3]2[S:9][CH:8]=[CH:7][C:4]=2[S:5][CH:6]=1.[CH3:10][C:11]1([CH3:27])[C:15]([CH3:17])([CH3:16])[O:14][B:13]([B:13]2[O:14][C:15]([CH3:17])([CH3:16])[C:11]([CH3:27])([CH3:10])[O:12]2)[O:12]1.CC([O-])=O.[K+]. (2) The reactants are: [NH2:1][C:2]1[CH:3]=[CH:4][C:5]([F:20])=[C:6]([C@:8]2([CH3:19])[C:13]([F:15])([F:14])[C:12]([CH3:17])([CH3:16])[O:11][C:10]([NH2:18])=[N:9]2)[CH:7]=1.[F:21][CH:22]([F:33])[O:23][C:24]1[CH:25]=[CH:26][C:27]([C:30](O)=[O:31])=[N:28][CH:29]=1. Given the product [NH2:18][C:10]1[O:11][C:12]([CH3:16])([CH3:17])[C:13]([F:14])([F:15])[C@:8]([C:6]2[CH:7]=[C:2]([NH:1][C:30]([C:27]3[CH:26]=[CH:25][C:24]([O:23][CH:22]([F:33])[F:21])=[CH:29][N:28]=3)=[O:31])[CH:3]=[CH:4][C:5]=2[F:20])([CH3:19])[N:9]=1, predict the reactants needed to synthesize it. (3) The reactants are: Br[C:2]1[CH:20]=[CH:19][CH:18]=[C:17]([Cl:21])[C:3]=1[CH2:4][CH:5]1[CH2:9][CH2:8][N:7]([CH:10]2[CH2:15][CH2:14][CH2:13][CH2:12][CH2:11]2)[C:6]1=[O:16].B1(B2OCC(C)(C)CO2)OCC(C)(C)C[O:23]1.CC([O-])=O.[K+].C[N+]1([O-])CCOCC1.S(=O)(O)[O-].[Na+]. Given the product [Cl:21][C:17]1[CH:18]=[CH:19][CH:20]=[C:2]([OH:23])[C:3]=1[CH2:4][CH:5]1[CH2:9][CH2:8][N:7]([CH:10]2[CH2:15][CH2:14][CH2:13][CH2:12][CH2:11]2)[C:6]1=[O:16], predict the reactants needed to synthesize it.